This data is from Forward reaction prediction with 1.9M reactions from USPTO patents (1976-2016). The task is: Predict the product of the given reaction. (1) Given the reactants O[C@H:2]([CH3:15])[C:3]([C:5]1[C:14]2[C:9](=[CH:10][CH:11]=[CH:12][CH:13]=2)[CH:8]=[CH:7][CH:6]=1)=[O:4].CN(C1C2C(N(C)C)=CC=CC=2C=CC=1)C.S(OS(C(F)(F)F)(=O)=O)(C(F)(F)F)(=O)=O.[NH2:47][C:48]([CH3:52])([CH3:51])[CH2:49][OH:50], predict the reaction product. The product is: [C:5]1([C@:3]2([OH:4])[O:50][CH2:49][C:48]([CH3:52])([CH3:51])[NH:47][C@H:2]2[CH3:15])[C:14]2[C:9](=[CH:10][CH:11]=[CH:12][CH:13]=2)[CH:8]=[CH:7][CH:6]=1. (2) Given the reactants [CH2:1]([O:4][C:5](=[O:28])[NH:6][C:7]1[C:12]([CH3:13])=[CH:11][C:10]([NH:14][CH2:15][C:16]2[CH:21]=[CH:20][C:19]([C:22]([F:25])([F:24])[F:23])=[C:18]([F:26])[CH:17]=2)=[CH:9][C:8]=1[CH3:27])[CH2:2][CH3:3].C=O.[C:31]([BH3-])#N.[Na+].O, predict the reaction product. The product is: [CH2:1]([O:4][C:5](=[O:28])[NH:6][C:7]1[C:12]([CH3:13])=[CH:11][C:10]([N:14]([CH2:15][C:16]2[CH:21]=[CH:20][C:19]([C:22]([F:24])([F:25])[F:23])=[C:18]([F:26])[CH:17]=2)[CH3:31])=[CH:9][C:8]=1[CH3:27])[CH2:2][CH3:3].